From a dataset of Peptide-MHC class I binding affinity with 185,985 pairs from IEDB/IMGT. Regression. Given a peptide amino acid sequence and an MHC pseudo amino acid sequence, predict their binding affinity value. This is MHC class I binding data. (1) The peptide sequence is SLWAWVLLF. The MHC is HLA-A02:19 with pseudo-sequence HLA-A02:19. The binding affinity (normalized) is 0.0847. (2) The peptide sequence is QVPLRPMTSK. The MHC is HLA-B35:01 with pseudo-sequence HLA-B35:01. The binding affinity (normalized) is 0. (3) The binding affinity (normalized) is 0.0847. The MHC is HLA-A02:16 with pseudo-sequence HLA-A02:16. The peptide sequence is SRYFGNVRL. (4) The peptide sequence is IAGIILLIL. The MHC is HLA-A02:03 with pseudo-sequence HLA-A02:03. The binding affinity (normalized) is 0. (5) The peptide sequence is ALEPGFKDY. The MHC is HLA-A03:01 with pseudo-sequence HLA-A03:01. The binding affinity (normalized) is 0.0847. (6) The peptide sequence is LYDANYFVCW. The MHC is Patr-A0701 with pseudo-sequence Patr-A0701. The binding affinity (normalized) is 0.365.